From a dataset of Full USPTO retrosynthesis dataset with 1.9M reactions from patents (1976-2016). Predict the reactants needed to synthesize the given product. (1) Given the product [NH2:38][C:39]([CH3:43])([CH3:42])[CH2:40][O:36][CH:7]([C:6]1[C:2]([CH3:1])=[N:3][O:4][C:5]=1[CH3:37])[C:8]1[O:9][C:10]2[CH:16]=[C:15]([CH2:17][C:18]([NH:20][CH:21]([C:28]3[CH:33]=[CH:32][C:31]([OH:34])=[CH:30][C:29]=3[CH3:35])[C:22]3[CH:27]=[CH:26][CH:25]=[CH:24][CH:23]=3)=[O:19])[CH:14]=[CH:13][C:11]=2[CH:12]=1, predict the reactants needed to synthesize it. The reactants are: [CH3:1][C:2]1[C:6]([CH:7]([OH:36])[C:8]2[O:9][C:10]3[CH:16]=[C:15]([CH2:17][C:18]([NH:20][CH:21]([C:28]4[CH:33]=[CH:32][C:31]([OH:34])=[CH:30][C:29]=4[CH3:35])[C:22]4[CH:27]=[CH:26][CH:25]=[CH:24][CH:23]=4)=[O:19])[CH:14]=[CH:13][C:11]=3[CH:12]=2)=[C:5]([CH3:37])[O:4][N:3]=1.[NH2:38][C:39]([CH3:43])([CH3:42])[CH2:40]O.C(OCC#N)(C)C. (2) Given the product [CH3:1][C:2]1[C:3]([NH:8][C:9]2[C:18]3[C:13](=[CH:14][C:15]([O:26][CH3:27])=[C:16]([S:19]([CH:20]4[CH2:25][CH2:24][O:23][CH2:22][CH2:21]4)(=[O:28])=[O:34])[CH:17]=3)[N:12]=[CH:11][CH:10]=2)=[N:4][NH:5][C:6]=1[CH3:7], predict the reactants needed to synthesize it. The reactants are: [CH3:1][C:2]1[C:3]([NH:8][C:9]2[C:18]3[C:13](=[CH:14][C:15]([O:26][CH3:27])=[C:16]([S:19][CH:20]4[CH2:25][CH2:24][O:23][CH2:22][CH2:21]4)[CH:17]=3)[N:12]=[CH:11][CH:10]=2)=[N:4][NH:5][C:6]=1[CH3:7].[OH:28]OS([O-])=O.[K+].[OH2:34]. (3) Given the product [CH:15]1([O:14][C:7]2[C:8]([O:12][CH3:13])=[CH:9][CH:10]=[C:11]3[C:6]=2[O:5][C:4](=[O:20])[CH:3]=[C:2]3[NH:21][CH2:22][C:23]([OH:25])=[O:24])[CH2:19][CH2:18][CH2:17][CH2:16]1, predict the reactants needed to synthesize it. The reactants are: Cl[C:2]1[C:11]2[C:6](=[C:7]([O:14][CH:15]3[CH2:19][CH2:18][CH2:17][CH2:16]3)[C:8]([O:12][CH3:13])=[CH:9][CH:10]=2)[O:5][C:4](=[O:20])[CH:3]=1.[NH2:21][CH2:22][C:23]([OH:25])=[O:24].C(N(CC)CC)C. (4) Given the product [NH:14]1[C:15]2[CH:29]=[CH:28][CH:27]=[CH:26][C:16]=2[N:17]=[C:13]1[CH:11]([C:3]1[C:4]([F:10])=[CH:5][CH:6]=[C:7]([O:8][CH3:9])[C:2]=1[F:1])[OH:12], predict the reactants needed to synthesize it. The reactants are: [F:1][C:2]1[C:7]([O:8][CH3:9])=[CH:6][CH:5]=[C:4]([F:10])[C:3]=1[CH:11]([C:13]1[N:17](COCC[Si](C)(C)C)[C:16]2[CH:26]=[CH:27][CH:28]=[CH:29][C:15]=2[N:14]=1)[OH:12].[F-].C([N+](CCCC)(CCCC)CCCC)CCC. (5) Given the product [N:34]1([C:10]2[C:9]3[C:4](=[CH:5][CH:6]=[C:7]([C:18]([C:26]4[C:27]([CH3:33])=[N:28][C:29]([CH3:32])=[CH:30][CH:31]=4)([C:20]4[N:24]([CH3:25])[N:23]=[N:22][CH:21]=4)[OH:19])[CH:8]=3)[N:3]=[C:2]([Cl:1])[C:11]=2[CH2:12][C:13]([F:15])([F:16])[F:14])[CH2:37][CH2:36][CH2:35]1, predict the reactants needed to synthesize it. The reactants are: [Cl:1][C:2]1[C:11]([CH2:12][C:13]([F:16])([F:15])[F:14])=[C:10](Cl)[C:9]2[C:4](=[CH:5][CH:6]=[C:7]([C:18]([C:26]3[C:27]([CH3:33])=[N:28][C:29]([CH3:32])=[CH:30][CH:31]=3)([C:20]3[N:24]([CH3:25])[N:23]=[N:22][CH:21]=3)[OH:19])[CH:8]=2)[N:3]=1.[NH:34]1[CH2:37][CH2:36][CH2:35]1.CN(C=O)C. (6) Given the product [CH2:1]([O:8][C:9]1[CH:10]=[CH:11][C:12]([CH3:15])=[N+:13]([O-:24])[CH:14]=1)[C:2]1[CH:3]=[CH:4][CH:5]=[CH:6][CH:7]=1, predict the reactants needed to synthesize it. The reactants are: [CH2:1]([O:8][C:9]1[CH:10]=[CH:11][C:12]([CH3:15])=[N:13][CH:14]=1)[C:2]1[CH:7]=[CH:6][CH:5]=[CH:4][CH:3]=1.C1C=C(Cl)C=C(C(OO)=[O:24])C=1.C([O-])([O-])=O.[Na+].[Na+]. (7) The reactants are: Br[C:2]1[CH:3]=[C:4]([CH2:9][N:10]([CH2:19][C:20]2[C:21]([NH:33][CH:34]3[CH2:39][CH2:38][O:37][CH2:36][CH2:35]3)=[C:22]3[CH:30]=[N:29][N:28]([CH2:31][CH3:32])[C:23]3=[N:24][C:25]=2[CH2:26][CH3:27])[C:11]([C:13]2([C:16]([NH2:18])=[O:17])[CH2:15][CH2:14]2)=[O:12])[CH:5]=[CH:6][C:7]=1[F:8].[CH3:40][N:41]1[CH2:46][CH2:45][CH:44]([CH2:47][C:48]2[CH:53]=[CH:52][CH:51]=[C:50](B3OC(C)(C)C(C)(C)O3)[CH:49]=2)[CH2:43][CH2:42]1.C([O-])([O-])=O.[Na+].[Na+]. Given the product [CH2:31]([N:28]1[C:23]2=[N:24][C:25]([CH2:26][CH3:27])=[C:20]([CH2:19][N:10]([CH2:9][C:4]3[CH:3]=[C:2]([C:52]4[CH:51]=[CH:50][CH:49]=[C:48]([CH2:47][CH:44]5[CH2:45][CH2:46][N:41]([CH3:40])[CH2:42][CH2:43]5)[CH:53]=4)[C:7]([F:8])=[CH:6][CH:5]=3)[C:11]([C:13]3([C:16]([NH2:18])=[O:17])[CH2:15][CH2:14]3)=[O:12])[C:21]([NH:33][CH:34]3[CH2:39][CH2:38][O:37][CH2:36][CH2:35]3)=[C:22]2[CH:30]=[N:29]1)[CH3:32], predict the reactants needed to synthesize it. (8) Given the product [CH:48]1([NH:53][C:31](=[O:32])[C:30]2[CH:34]=[CH:35][C:27]([C:10]3[C:11]4[CH:17]=[CH:16][C:15](=[O:18])[N:14]([C:19]5[C:20]([F:26])=[CH:21][CH:22]=[CH:23][C:24]=5[F:25])[C:12]=4[N:13]=[C:8]([NH:7][CH2:6][CH2:5][CH2:4][N:3]([CH2:36][CH3:37])[CH2:1][CH3:2])[N:9]=3)=[CH:28][CH:29]=2)[CH2:50][CH2:49]1, predict the reactants needed to synthesize it. The reactants are: [CH2:1]([N:3]([CH2:36][CH3:37])[CH2:4][CH2:5][CH2:6][NH:7][C:8]1[N:9]=[C:10]([C:27]2[CH:35]=[CH:34][C:30]([C:31](O)=[O:32])=[CH:29][CH:28]=2)[C:11]2[CH:17]=[CH:16][C:15](=[O:18])[N:14]([C:19]3[C:24]([F:25])=[CH:23][CH:22]=[CH:21][C:20]=3[F:26])[C:12]=2[N:13]=1)[CH3:2].CN(C(O[N:53]1N=[N:53][C:48]2[CH:49]=[CH:50][CH:50]=[CH:49][C:48]1=2)=[N+](C)C)C.F[P-](F)(F)(F)(F)F.C(N(CC)CC)C.C1(N)CC1. (9) Given the product [F:25][C:2]([F:1])([F:26])[O:3][C:4]1[CH:24]=[CH:23][C:7]([CH2:8][O:9][CH:10]2[CH2:15][CH2:14][NH:13][CH2:12][CH2:11]2)=[CH:6][CH:5]=1, predict the reactants needed to synthesize it. The reactants are: [F:1][C:2]([F:26])([F:25])[O:3][C:4]1[CH:24]=[CH:23][C:7]([CH2:8][O:9][CH:10]2[CH2:15][CH2:14][N:13](C(OC(C)(C)C)=O)[CH2:12][CH2:11]2)=[CH:6][CH:5]=1.Cl. (10) The reactants are: [CH3:1][N:2]1[C:6]([CH3:7])=[CH:5][C:4]([C:8]([OH:10])=O)=[N:3]1.C(Cl)(=O)C(Cl)=O.[NH2:17][C:18]1[CH:19]=[C:20]([CH:37]=[CH:38][C:39]=1[CH3:40])[O:21][C:22]1[CH:23]=[CH:24][C:25]2[N:26]([CH:28]=[C:29]([NH:31][C:32]([CH:34]3[CH2:36][CH2:35]3)=[O:33])[N:30]=2)[N:27]=1. Given the product [CH:34]1([C:32]([NH:31][C:29]2[N:30]=[C:25]3[CH:24]=[CH:23][C:22]([O:21][C:20]4[CH:37]=[CH:38][C:39]([CH3:40])=[C:18]([NH:17][C:8]([C:4]5[CH:5]=[C:6]([CH3:7])[N:2]([CH3:1])[N:3]=5)=[O:10])[CH:19]=4)=[N:27][N:26]3[CH:28]=2)=[O:33])[CH2:35][CH2:36]1, predict the reactants needed to synthesize it.